Predict the reaction yield, written as a fraction of the theoretical maximum amount of product (1.0 means a 100% yield; for example, 0.34 means a 34% yield). From a dataset of Reaction yield outcomes from USPTO patents with 853,638 reactions. (1) The reactants are [Br:1][C:2]1[CH:7]=[CH:6][C:5]([C:8](=[O:13])[C:9]([F:12])([F:11])[F:10])=[CH:4][CH:3]=1.[BH4-].[Na+]. The catalyst is C1COCC1. The product is [Br:1][C:2]1[CH:7]=[CH:6][C:5]([CH:8]([OH:13])[C:9]([F:11])([F:12])[F:10])=[CH:4][CH:3]=1. The yield is 0.920. (2) The reactants are [Br:1][C:2]1[CH:3]=[CH:4][C:5]2[N:11]3[CH:12]=[N:13][C:14]([C:15]([O:17]CC)=[O:16])=[C:10]3[CH2:9][N:8]=[C:7]([C:20]3[CH:25]=[CH:24][CH:23]=[CH:22][CH:21]=3)[C:6]=2[CH:26]=1.[OH-].[Na+]. The catalyst is CCO. The product is [Br:1][C:2]1[CH:3]=[CH:4][C:5]2[N:11]3[CH:12]=[N:13][C:14]([C:15]([OH:17])=[O:16])=[C:10]3[CH2:9][N:8]=[C:7]([C:20]3[CH:25]=[CH:24][CH:23]=[CH:22][CH:21]=3)[C:6]=2[CH:26]=1. The yield is 0.966. (3) The reactants are [C:1]([O:5][C:6]([N:8]1[CH2:15][CH:14](C(O)=O)[CH2:13][C:9]21[CH2:12][O:11][CH2:10]2)=[O:7])([CH3:4])([CH3:3])[CH3:2].P(N=[N+]=[N-])(=O)([O:27][C:28]1C=CC=CC=1)OC1C=CC=CC=1.CC[N:40](CC)CC.[C:45]1([CH2:51][OH:52])[CH:50]=[CH:49][CH:48]=[CH:47][CH:46]=1. The catalyst is C1(C)C=CC=CC=1. The product is [CH2:51]([O:52][C:28]([NH:40][CH:14]1[CH2:13][C:9]2([CH2:10][O:11][CH2:12]2)[N:8]([C:6]([O:5][C:1]([CH3:2])([CH3:3])[CH3:4])=[O:7])[CH2:15]1)=[O:27])[C:45]1[CH:50]=[CH:49][CH:48]=[CH:47][CH:46]=1. The yield is 0.926. (4) The reactants are [CH2:1]([C:4]1[C:8]([CH2:9][CH2:10][CH2:11][OH:12])=[CH:7][N:6]([C:13]2[CH:18]=[CH:17][C:16]([C:19]([F:22])([F:21])[F:20])=[CH:15][N:14]=2)[N:5]=1)[CH2:2][CH3:3].[Br:23][C:24]1[C:25](O)=[C:26]([CH2:30][C:31]([O:33][CH3:34])=[O:32])[CH:27]=[CH:28][CH:29]=1.C(P(CCCC)CCCC)CCC.N(C(N1CCCCC1)=O)=NC(N1CCCCC1)=O. The catalyst is O1CCCC1. The product is [Br:23][C:24]1[C:25]([O:12][CH2:11][CH2:10][CH2:9][C:8]2[C:4]([CH2:1][CH2:2][CH3:3])=[N:5][N:6]([C:13]3[CH:18]=[CH:17][C:16]([C:19]([F:21])([F:20])[F:22])=[CH:15][N:14]=3)[CH:7]=2)=[C:26]([CH2:30][C:31]([O:33][CH3:34])=[O:32])[CH:27]=[CH:28][CH:29]=1. The yield is 0.780. (5) The reactants are [CH3:1][CH:2]1[CH2:7][CH2:6][C:5](=O)[CH:4]([CH2:9][C:10](=O)[C:11]2[CH:16]=[CH:15][CH:14]=[CH:13][CH:12]=2)[CH2:3]1.[NH2:18][C:19]1[CH:20]=[C:21]([C:25]([OH:27])=[O:26])[CH:22]=[N:23][CH:24]=1. No catalyst specified. The product is [CH3:1][CH:2]1[CH2:7][CH2:6][C:5]2[N:18]([C:19]3[CH:20]=[C:21]([C:25]([OH:27])=[O:26])[CH:22]=[N:23][CH:24]=3)[C:10]([C:11]3[CH:16]=[CH:15][CH:14]=[CH:13][CH:12]=3)=[CH:9][C:4]=2[CH2:3]1. The yield is 0.480. (6) The yield is 0.900. The product is [NH2:1][C:4]1[CH:23]=[CH:22][C:7]([O:8][CH:9]2[CH2:10][CH2:11][N:12]([C:15]([O:17][C:18]([CH3:20])([CH3:21])[CH3:19])=[O:16])[CH2:13][CH2:14]2)=[C:6]([C:24]([F:27])([F:25])[F:26])[CH:5]=1. The reactants are [N+:1]([C:4]1[CH:23]=[CH:22][C:7]([O:8][CH:9]2[CH2:14][CH2:13][N:12]([C:15]([O:17][C:18]([CH3:21])([CH3:20])[CH3:19])=[O:16])[CH2:11][CH2:10]2)=[C:6]([C:24]([F:27])([F:26])[F:25])[CH:5]=1)([O-])=O. The catalyst is CCO.[Pd].